From a dataset of Peptide-MHC class I binding affinity with 185,985 pairs from IEDB/IMGT. Regression. Given a peptide amino acid sequence and an MHC pseudo amino acid sequence, predict their binding affinity value. This is MHC class I binding data. The peptide sequence is EIINNGISY. The MHC is HLA-A03:01 with pseudo-sequence HLA-A03:01. The binding affinity (normalized) is 0.0847.